This data is from Catalyst prediction with 721,799 reactions and 888 catalyst types from USPTO. The task is: Predict which catalyst facilitates the given reaction. (1) Product: [C:35]1([C:17]([C:11]2[CH:16]=[CH:15][CH:14]=[CH:13][CH:12]=2)([C:29]2[CH:30]=[CH:31][CH:32]=[CH:33][CH:34]=2)[N:18]2[CH:22]=[C:21]([CH:23]3[CH2:25][C:24]3([CH3:26])[CH:27]=[O:28])[N:20]=[CH:19]2)[CH:40]=[CH:39][CH:38]=[CH:37][CH:36]=1. The catalyst class is: 2. Reactant: C(Cl)(=O)C(Cl)=O.CS(C)=O.[C:11]1([C:17]([C:35]2[CH:40]=[CH:39][CH:38]=[CH:37][CH:36]=2)([C:29]2[CH:34]=[CH:33][CH:32]=[CH:31][CH:30]=2)[N:18]2[CH:22]=[C:21]([CH:23]3[CH2:25][C:24]3([CH2:27][OH:28])[CH3:26])[N:20]=[CH:19]2)[CH:16]=[CH:15][CH:14]=[CH:13][CH:12]=1. (2) Reactant: Cl.[F:2][C:3]1[CH:8]=[CH:7][CH:6]=[CH:5][C:4]=1[CH:9]([NH:13][C:14]1[CH:19]=[CH:18][CH:17]=[CH:16][CH:15]=1)[C:10]([OH:12])=[O:11].[N:20]12[CH2:27][CH2:26][CH:23]([CH2:24][CH2:25]1)[C@@H:22](O)[CH2:21]2.N1(O)C2C=CC=CC=2N=N1.C1CCC(N=C=NC2CCCCC2)CC1. Product: [N:20]12[CH2:27][CH2:26][CH:23]([CH2:24][CH2:25]1)[C@@H:22]([O:11][C:10](=[O:12])[CH:9]([C:4]1[CH:5]=[CH:6][CH:7]=[CH:8][C:3]=1[F:2])[NH:13][C:14]1[CH:19]=[CH:18][CH:17]=[CH:16][CH:15]=1)[CH2:21]2. The catalyst class is: 1. (3) The catalyst class is: 40. Reactant: [CH3:13][C:12]([O:11][C:9](O[C:9]([O:11][C:12]([CH3:15])([CH3:14])[CH3:13])=[O:10])=[O:10])([CH3:15])[CH3:14].[NH2:16][CH2:17][CH2:18][CH2:19][C@H:20]1[CH2:25][CH2:24][CH2:23][N:22]([C:26]([O:28][CH2:29][C:30]2[CH:35]=[CH:34][CH:33]=[CH:32][CH:31]=2)=[O:27])[CH2:21]1.C(=O)(O)[O-].[Na+]. Product: [CH3:15][C:12]([O:11][C:9]([NH:16][CH2:17][CH2:18][CH2:19][C@H:20]1[CH2:25][CH2:24][CH2:23][N:22]([C:26]([O:28][CH2:29][C:30]2[CH:35]=[CH:34][CH:33]=[CH:32][CH:31]=2)=[O:27])[CH2:21]1)=[O:10])([CH3:13])[CH3:14]. (4) Reactant: [CH2:1]([O:3][C:4](=[O:15])[CH:5]([NH:7][CH2:8][C:9]1[CH:14]=[CH:13][CH:12]=[CH:11][CH:10]=1)[CH3:6])[CH3:2].[O-]S([O-])(=O)=O.[Mg+2].C(O)(=O)C.[Cl:26][CH2:27][CH:28]=O.C(O[BH-](OC(=O)C)OC(=O)C)(=O)C.[Na+]. Product: [CH2:1]([O:3][C:4](=[O:15])[CH:5]([N:7]([CH2:8][C:9]1[CH:14]=[CH:13][CH:12]=[CH:11][CH:10]=1)[CH2:28][CH2:27][Cl:26])[CH3:6])[CH3:2]. The catalyst class is: 2. (5) Reactant: CC[C@@H]([C@H](NC([C@@H](N[C:149]([C@@H:151]([NH2:159])[CH2:152][CH2:153][CH2:154][NH:155][C:156]([NH2:158])=[NH:157])=[O:150])CCC(N)=O)=O)C(N[C@H](C(N[C@H](C(N[C@H](C(N[C@H](C(N[C@H](C(N[C@H](C(N[C@H](C(N[C@H](C(N[C@H](C(N[C@H](C(N[C@H](C(N[C@H](C(N[C@H](C(O)=O)CCCCN)=O)CCCCN)=O)CC1C2C(=CC=CC=2)NC=1)=O)CCCCN)=O)CCSC)=O)CCCNC(N)=N)=O)CCCNC(N)=N)=O)CC(N)=O)=O)CCC(N)=O)=O)CC1C=CC=CC=1)=O)CC1C2C(=CC=CC=2)NC=1)=O)[C@H](CC)C)=O)CCCCN)=O)C.N[C@H](C(O)=[O:170])CCCNC(=N)N.CN(C(ON1N=NC2C=CC=NC1=2)=[N+](C)C)C.F[P-](F)(F)(F)(F)F.C1C=CC(C(O)=O)=C(C2C3C=CC(O)=CC=3OC3C=2C=CC(C=3)=O)C=1.NC(CCCC)C(O)=O.C1C(N=C=S)=CC2C(OC3(C4C=CC(O)=CC=4OC4C=C(O)C=CC3=4)C=2C=1)=O.CCN(C(C)C)C(C)C.C(O)(C(F)(F)F)=O.C([SiH](C(C)C)C(C)C)(C)C. Product: [NH2:159][C@@H:151]([C:149]([OH:170])=[O:150])[CH2:152][CH2:153][CH2:154][NH:155][C:156](=[NH:157])[NH2:158]. The catalyst class is: 3. (6) Reactant: [CH3:1][O:2][C:3]1[CH:8]=[CH:7][C:6]([C:9]2[C:10](=[O:19])[NH:11][C:12]3([CH2:18][CH2:17][CH2:16][CH2:15][CH2:14]3)[N:13]=2)=[CH:5][CH:4]=1.Br[CH2:21][C:22]([O:24][CH2:25][CH3:26])=[O:23].C(=O)([O-])[O-].[K+].[K+]. Product: [CH3:1][O:2][C:3]1[CH:4]=[CH:5][C:6]([C:9]2[C:10](=[O:19])[N:11]([CH2:21][C:22]([O:24][CH2:25][CH3:26])=[O:23])[C:12]3([CH2:18][CH2:17][CH2:16][CH2:15][CH2:14]3)[N:13]=2)=[CH:7][CH:8]=1. The catalyst class is: 21.